From a dataset of Full USPTO retrosynthesis dataset with 1.9M reactions from patents (1976-2016). Predict the reactants needed to synthesize the given product. (1) The reactants are: [C:1]([O:5][C:6]([N:8]1[CH2:26][CH2:25][CH:11]2[N:12]([CH3:24])[C:13]3[C:14]([C:20]([F:23])([F:22])[F:21])=[CH:15][C:16]([OH:19])=[CH:17][C:18]=3[CH:10]2[CH2:9]1)=[O:7])([CH3:4])([CH3:3])[CH3:2].C([O-])([O-])=O.[K+].[K+].C[N:34]([CH:36]=O)C. Given the product [C:1]([O:5][C:6]([N:8]1[CH2:26][CH2:25][CH:11]2[N:12]([CH3:24])[C:13]3[C:14]([C:20]([F:21])([F:22])[F:23])=[CH:15][C:16]([O:19][C:13]4[CH:14]=[CH:15][CH:16]=[CH:17][C:18]=4[C:36]#[N:34])=[CH:17][C:18]=3[CH:10]2[CH2:9]1)=[O:7])([CH3:4])([CH3:2])[CH3:3], predict the reactants needed to synthesize it. (2) The reactants are: [C:1]([N:5]1[CH:9]=[C:8]([NH:10][C:11]([NH:13][C:14]2[CH:19]=[C:18]([C:20]3[C:31](=[O:32])[N:30]([CH:33]([CH3:35])[CH3:34])[C:23]4[N:24]=[C:25](SC)[N:26]=[CH:27][C:22]=4[CH:21]=3)[CH:17]=[CH:16][C:15]=2[F:36])=[O:12])[CH:7]=[N:6]1)([CH3:4])([CH3:3])[CH3:2].[CH3:37][NH2:38]. Given the product [C:1]([N:5]1[CH:9]=[C:8]([NH:10][C:11]([NH:13][C:14]2[CH:19]=[C:18]([C:20]3[C:31](=[O:32])[N:30]([CH:33]([CH3:35])[CH3:34])[C:23]4[N:24]=[C:25]([NH:38][CH3:37])[N:26]=[CH:27][C:22]=4[CH:21]=3)[CH:17]=[CH:16][C:15]=2[F:36])=[O:12])[CH:7]=[N:6]1)([CH3:4])([CH3:3])[CH3:2], predict the reactants needed to synthesize it. (3) Given the product [S:32]1[C:36]2[CH:37]=[CH:38][CH:39]=[CH:40][C:35]=2[CH:34]=[C:33]1[C:2]1[C:3](=[O:31])[N:4]([CH2:23][CH2:24][C:25]2[CH:30]=[CH:29][CH:28]=[CH:27][CH:26]=2)[C:5]([C:9]2[CH:14]=[CH:13][CH:12]=[CH:11][C:10]=2[O:15][CH2:16][C:17]2[CH:22]=[CH:21][CH:20]=[CH:19][CH:18]=2)=[N:6][C:7]=1[CH3:8], predict the reactants needed to synthesize it. The reactants are: Br[C:2]1[C:3](=[O:31])[N:4]([CH2:23][CH2:24][C:25]2[CH:30]=[CH:29][CH:28]=[CH:27][CH:26]=2)[C:5]([C:9]2[CH:14]=[CH:13][CH:12]=[CH:11][C:10]=2[O:15][CH2:16][C:17]2[CH:22]=[CH:21][CH:20]=[CH:19][CH:18]=2)=[N:6][C:7]=1[CH3:8].[S:32]1[C:36]2[CH:37]=[CH:38][CH:39]=[CH:40][C:35]=2[CH:34]=[C:33]1B(O)O.C(O)C.C(=O)([O-])[O-].[Na+].[Na+]. (4) Given the product [CH:1]1([N:7]2[CH2:13][CH:12]([CH3:14])[C:11](=[O:15])[N:10]([CH3:16])[C:9]3[CH:17]=[N:18][C:19]([N:21]([CH3:33])[C:22]4[CH:30]=[CH:29][C:25]([C:26]([NH:67][CH:68]5[CH2:73][CH2:72][N:71]([CH3:74])[CH2:70][CH2:69]5)=[O:28])=[CH:24][C:23]=4[O:31][CH3:32])=[N:20][C:8]2=3)[CH2:2][CH2:3][CH2:4][CH2:5][CH2:6]1, predict the reactants needed to synthesize it. The reactants are: [CH:1]1([N:7]2[CH2:13][CH:12]([CH3:14])[C:11](=[O:15])[N:10]([CH3:16])[C:9]3[CH:17]=[N:18][C:19]([N:21]([CH3:33])[C:22]4[CH:30]=[CH:29][C:25]([C:26]([OH:28])=O)=[CH:24][C:23]=4[O:31][CH3:32])=[N:20][C:8]2=3)[CH2:6][CH2:5][CH2:4][CH2:3][CH2:2]1.F[P-](F)(F)(F)(F)F.CN(C(N(C)C)=[N+]1C2C(=NC=CC=2)[N+]([O-])=N1)C.C(N(C(C)C)C(C)C)C.[NH2:67][CH:68]1[CH2:73][CH2:72][N:71]([CH3:74])[CH2:70][CH2:69]1. (5) Given the product [S:27]1[CH:28]=[CH:29][N:30]=[C:26]1[C:2]1[CH:3]=[C:4]([C:8]2[N:12]3[N:13]=[CH:14][C:15]([C:17]([F:20])([F:19])[F:18])=[N:16][C:11]3=[N:10][CH:9]=2)[CH:5]=[CH:6][CH:7]=1, predict the reactants needed to synthesize it. The reactants are: Br[C:2]1[CH:3]=[C:4]([C:8]2[N:12]3[N:13]=[CH:14][C:15]([C:17]([F:20])([F:19])[F:18])=[N:16][C:11]3=[N:10][CH:9]=2)[CH:5]=[CH:6][CH:7]=1.C([Sn](CCCC)(CCCC)[C:26]1[S:27][CH:28]=[CH:29][N:30]=1)CCC.